This data is from Full USPTO retrosynthesis dataset with 1.9M reactions from patents (1976-2016). The task is: Predict the reactants needed to synthesize the given product. Given the product [C:47]([CH2:46][CH2:45][CH2:44][O:36][C:35](=[O:37])[C:34]1[CH:38]=[CH:39][C:31]([NH:30][C:28]([C@H:9]2[C@H:8]([C:4]3[CH:5]=[CH:6][CH:7]=[C:2]([Cl:1])[C:3]=3[F:42])[C@:12]([C:15]3[CH:20]=[CH:19][C:18]([Cl:21])=[CH:17][C:16]=3[F:22])([C:13]#[N:14])[C@H:11]([CH2:23][C:24]([CH3:26])([CH3:27])[CH3:25])[NH:10]2)=[O:29])=[C:32]([O:40][CH3:41])[CH:33]=1)([OH:49])=[O:48], predict the reactants needed to synthesize it. The reactants are: [Cl:1][C:2]1[C:3]([F:42])=[C:4]([C@@H:8]2[C@:12]([C:15]3[CH:20]=[CH:19][C:18]([Cl:21])=[CH:17][C:16]=3[F:22])([C:13]#[N:14])[C@H:11]([CH2:23][C:24]([CH3:27])([CH3:26])[CH3:25])[NH:10][C@H:9]2[C:28]([NH:30][C:31]2[CH:39]=[CH:38][C:34]([C:35]([OH:37])=[O:36])=[CH:33][C:32]=2[O:40][CH3:41])=[O:29])[CH:5]=[CH:6][CH:7]=1.O[CH2:44][CH2:45][CH2:46][C:47]([O:49]C(C)(C)C)=[O:48].